This data is from Reaction yield outcomes from USPTO patents with 853,638 reactions. The task is: Predict the reaction yield, written as a fraction of the theoretical maximum amount of product (1.0 means a 100% yield; for example, 0.34 means a 34% yield). (1) The catalyst is C1COCC1.[Pd]. The yield is 0.680. The product is [CH3:3][CH:2]([S:4]([NH:7][CH2:8][CH2:9][C:10]1[CH:15]=[CH:14][C:13]([NH:16][CH2:24][CH2:25][NH:26][S:27]([CH:30]([CH3:32])[CH3:31])(=[O:28])=[O:29])=[CH:12][CH:11]=1)(=[O:6])=[O:5])[CH3:1]. The reactants are [CH3:1][CH:2]([S:4]([NH:7][CH2:8][CH2:9][C:10]1[CH:15]=[CH:14][C:13]([N:16]([CH2:24][CH2:25][NH:26][S:27]([CH:30]([CH3:32])[CH3:31])(=[O:29])=[O:28])CC2C=CC=CC=2)=[CH:12][CH:11]=1)(=[O:6])=[O:5])[CH3:3].C([O-])=O.[NH4+]. (2) The reactants are Br[C:2]1[C:11]2[C:6](=[CH:7][CH:8]=[C:9]([O:12][CH3:13])[CH:10]=2)[C:5](=[O:14])[NH:4][CH:3]=1.[CH3:15][NH:16][CH3:17]. No catalyst specified. The product is [CH3:15][N:16]([CH3:17])[C:2]1[C:11]2[C:6](=[CH:7][CH:8]=[C:9]([O:12][CH3:13])[CH:10]=2)[C:5](=[O:14])[NH:4][CH:3]=1. The yield is 0.850. (3) The reactants are [F:1][C:2]([F:11])([F:10])[CH:3]1[CH2:8][CH2:7][CH:6]([OH:9])[CH2:5][CH2:4]1.[H-].[Na+].Br[CH2:15][C:16]1[C:39]([Cl:40])=[CH:38][C:19]2[C:20]([N:23]([C:31]([O:33][C:34]([CH3:37])([CH3:36])[CH3:35])=[O:32])[C:24](=[O:30])[O:25][C:26]([CH3:29])([CH3:28])[CH3:27])=[N:21][O:22][C:18]=2[CH:17]=1. The product is [C:26]([O:25][C:24]([N:23]([C:20]1[C:19]2[CH:38]=[C:39]([Cl:40])[C:16]([CH2:15][O:9][CH:6]3[CH2:5][CH2:4][CH:3]([C:2]([F:10])([F:11])[F:1])[CH2:8][CH2:7]3)=[CH:17][C:18]=2[O:22][N:21]=1)[C:31](=[O:32])[O:33][C:34]([CH3:37])([CH3:36])[CH3:35])=[O:30])([CH3:27])([CH3:28])[CH3:29]. The yield is 0.550. The catalyst is C1COCC1.[I-].C([N+](CCCC)(CCCC)CCCC)CCC. (4) The reactants are [CH2:1]([NH2:4])[CH2:2][NH2:3].CC1C(Br)=C(O)C(Br)=CC=1C1(C2C=C(Br)C(O)=C(Br)C=2C)OS(=O)(=O)C2C=CC=CC1=2.CS(O)(=O)=O.[CH:41]1[CH:46]=[CH:45][C:44]([CH2:47][O:48][C:49](Cl)=[O:50])=[CH:43][CH:42]=1.C(O[K])(C)=O. The catalyst is O.C(O)C.C(COC)OC. The product is [NH2:3][CH2:2][CH2:1][NH:4][C:49](=[O:50])[O:48][CH2:47][C:44]1[CH:45]=[CH:46][CH:41]=[CH:42][CH:43]=1. The yield is 0.510. (5) The reactants are Br[C:2]1[CH:3]=[C:4]([CH:13]=[C:14]([F:16])[CH:15]=1)[CH2:5][N:6]1[CH2:11][CH2:10][N:9]([CH3:12])[CH2:8][CH2:7]1.B1(B2OC(C)(C)C(C)(C)O2)OC(C)(C)C(C)(C)O1.CC([O-])=O.[K+].[O-]P([O-])([O-])=O.[K+].[K+].[K+].Br[C:49]1[CH:50]=[N:51][CH:52]=[C:53]([N+:56]([O-:58])=[O:57])[C:54]=1[NH2:55]. The catalyst is C1C=CC(P(C2C=CC=CC=2)[C-]2C=CC=C2)=CC=1.C1C=CC(P(C2C=CC=CC=2)[C-]2C=CC=C2)=CC=1.Cl[Pd]Cl.[Fe+2].C1C=CC([P]([Pd]([P](C2C=CC=CC=2)(C2C=CC=CC=2)C2C=CC=CC=2)([P](C2C=CC=CC=2)(C2C=CC=CC=2)C2C=CC=CC=2)[P](C2C=CC=CC=2)(C2C=CC=CC=2)C2C=CC=CC=2)(C2C=CC=CC=2)C2C=CC=CC=2)=CC=1.O.CN(C=O)C. The product is [F:16][C:14]1[CH:15]=[C:2]([C:49]2[CH:50]=[N:51][CH:52]=[C:53]([N+:56]([O-:58])=[O:57])[C:54]=2[NH2:55])[CH:3]=[C:4]([CH2:5][N:6]2[CH2:11][CH2:10][N:9]([CH3:12])[CH2:8][CH2:7]2)[CH:13]=1. The yield is 0.420. (6) The reactants are [OH:1][CH2:2][CH2:3][NH:4][C:5]([CH:7]1[CH2:12][CH2:11][CH2:10][CH:9]([C:13]2[CH:18]=[CH:17][C:16]([O:19][CH3:20])=[C:15]([O:21][CH3:22])[CH:14]=2)[NH:8]1)=O.[H-].[H-].[H-].[H-].[Li+].[Al+3].[OH-].[Na+].[O-]S([O-])(=O)=O.[Mg+2]. The catalyst is C1COCC1.O. The product is [CH3:22][O:21][C:15]1[CH:14]=[C:13]([CH:9]2[NH:8][CH:7]([CH2:5][NH:4][CH2:3][CH2:2][OH:1])[CH2:12][CH2:11][CH2:10]2)[CH:18]=[CH:17][C:16]=1[O:19][CH3:20]. The yield is 0.680.